Dataset: NCI-60 drug combinations with 297,098 pairs across 59 cell lines. Task: Regression. Given two drug SMILES strings and cell line genomic features, predict the synergy score measuring deviation from expected non-interaction effect. (1) Drug 1: CS(=O)(=O)C1=CC(=C(C=C1)C(=O)NC2=CC(=C(C=C2)Cl)C3=CC=CC=N3)Cl. Drug 2: CCC1(CC2CC(C3=C(CCN(C2)C1)C4=CC=CC=C4N3)(C5=C(C=C6C(=C5)C78CCN9C7C(C=CC9)(C(C(C8N6C=O)(C(=O)OC)O)OC(=O)C)CC)OC)C(=O)OC)O.OS(=O)(=O)O. Cell line: RXF 393. Synergy scores: CSS=49.4, Synergy_ZIP=9.80, Synergy_Bliss=10.6, Synergy_Loewe=7.53, Synergy_HSA=12.6. (2) Drug 1: CS(=O)(=O)C1=CC(=C(C=C1)C(=O)NC2=CC(=C(C=C2)Cl)C3=CC=CC=N3)Cl. Drug 2: CN(CCCl)CCCl.Cl. Cell line: MCF7. Synergy scores: CSS=25.4, Synergy_ZIP=-5.59, Synergy_Bliss=0.907, Synergy_Loewe=-39.7, Synergy_HSA=0.622. (3) Drug 1: CC1C(C(CC(O1)OC2CC(CC3=C2C(=C4C(=C3O)C(=O)C5=C(C4=O)C(=CC=C5)OC)O)(C(=O)CO)O)N)O.Cl. Drug 2: CC1C(C(CC(O1)OC2CC(CC3=C2C(=C4C(=C3O)C(=O)C5=C(C4=O)C(=CC=C5)OC)O)(C(=O)C)O)N)O.Cl. Cell line: OVCAR3. Synergy scores: CSS=22.3, Synergy_ZIP=3.63, Synergy_Bliss=2.72, Synergy_Loewe=-15.1, Synergy_HSA=0.0754. (4) Drug 1: CC12CCC(CC1=CCC3C2CCC4(C3CC=C4C5=CN=CC=C5)C)O. Drug 2: CC=C1C(=O)NC(C(=O)OC2CC(=O)NC(C(=O)NC(CSSCCC=C2)C(=O)N1)C(C)C)C(C)C. Cell line: UACC-257. Synergy scores: CSS=65.8, Synergy_ZIP=-2.04, Synergy_Bliss=-2.61, Synergy_Loewe=-43.8, Synergy_HSA=-1.79. (5) Drug 1: CCC1=C2CN3C(=CC4=C(C3=O)COC(=O)C4(CC)O)C2=NC5=C1C=C(C=C5)O. Drug 2: CCC1(CC2CC(C3=C(CCN(C2)C1)C4=CC=CC=C4N3)(C5=C(C=C6C(=C5)C78CCN9C7C(C=CC9)(C(C(C8N6C)(C(=O)OC)O)OC(=O)C)CC)OC)C(=O)OC)O.OS(=O)(=O)O. Cell line: NCI-H226. Synergy scores: CSS=-5.59, Synergy_ZIP=1.61, Synergy_Bliss=0.0651, Synergy_Loewe=-3.35, Synergy_HSA=-3.26. (6) Drug 1: CCC(=C(C1=CC=CC=C1)C2=CC=C(C=C2)OCCN(C)C)C3=CC=CC=C3.C(C(=O)O)C(CC(=O)O)(C(=O)O)O. Drug 2: CCCCCOC(=O)NC1=NC(=O)N(C=C1F)C2C(C(C(O2)C)O)O. Cell line: EKVX. Synergy scores: CSS=1.56, Synergy_ZIP=0.00293, Synergy_Bliss=-1.01, Synergy_Loewe=-2.88, Synergy_HSA=-2.67. (7) Drug 1: C1C(C(OC1N2C=C(C(=O)NC2=O)F)CO)O. Drug 2: CC1C(C(CC(O1)OC2CC(CC3=C2C(=C4C(=C3O)C(=O)C5=C(C4=O)C(=CC=C5)OC)O)(C(=O)CO)O)N)O.Cl. Cell line: NCIH23. Synergy scores: CSS=37.0, Synergy_ZIP=-2.85, Synergy_Bliss=-0.406, Synergy_Loewe=1.36, Synergy_HSA=2.68. (8) Drug 1: C1CC(=O)NC(=O)C1N2CC3=C(C2=O)C=CC=C3N. Drug 2: CC1=C(C(CCC1)(C)C)C=CC(=CC=CC(=CC(=O)O)C)C. Cell line: OVCAR-4. Synergy scores: CSS=-2.44, Synergy_ZIP=0.574, Synergy_Bliss=-2.06, Synergy_Loewe=-3.99, Synergy_HSA=-4.02. (9) Drug 1: C1=NNC2=C1C(=O)NC=N2. Drug 2: CN(C(=O)NC(C=O)C(C(C(CO)O)O)O)N=O. Cell line: HOP-92. Synergy scores: CSS=2.85, Synergy_ZIP=-1.38, Synergy_Bliss=2.37, Synergy_Loewe=-1.37, Synergy_HSA=-1.08.